From a dataset of Forward reaction prediction with 1.9M reactions from USPTO patents (1976-2016). Predict the product of the given reaction. (1) Given the reactants OC1C2N=NNC=2C=CC=1.[CH3:11][C:12]1[CH:13]=[CH:14][C:15]([N:21]2[N:25]=[CH:24][CH:23]=[N:22]2)=[C:16]([CH:20]=1)[C:17]([OH:19])=O.[CH2:26]1[C:28]2([CH2:33][CH2:32][NH:31][CH:30]([CH2:34][NH:35][C:36]3[CH:41]=[CH:40][C:39]([Cl:42])=[CH:38][N:37]=3)[CH2:29]2)[CH2:27]1, predict the reaction product. The product is: [Cl:42][C:39]1[CH:40]=[CH:41][C:36]([NH:35][CH2:34][C@H:30]2[N:31]([C:17]([C:16]3[CH:20]=[C:12]([CH3:11])[CH:13]=[CH:14][C:15]=3[N:21]3[N:25]=[CH:24][CH:23]=[N:22]3)=[O:19])[CH2:32][CH2:33][C:28]3([CH2:27][CH2:26]3)[CH2:29]2)=[N:37][CH:38]=1. (2) Given the reactants C(=O)([O-])[O-].[K+].[K+].[OH:7][C:8]1[CH:9]=[C:10]([CH:21]=[C:22]([O:24][C@@H:25]([CH3:28])[CH2:26][OH:27])[CH:23]=1)[C:11]([NH:13][C:14]1[CH:19]=[N:18][C:17]([CH3:20])=[CH:16][N:15]=1)=[O:12].[F:29][C:30]1[CH:31]=[C:32]([CH:39]=[CH:40][C:41]=1F)[C:33]([N:35]1[CH2:38][CH2:37][CH2:36]1)=[O:34], predict the reaction product. The product is: [N:35]1([C:33]([C:32]2[CH:39]=[CH:40][C:41]([O:7][C:8]3[CH:9]=[C:10]([CH:21]=[C:22]([O:24][C@@H:25]([CH3:28])[CH2:26][OH:27])[CH:23]=3)[C:11]([NH:13][C:14]3[CH:19]=[N:18][C:17]([CH3:20])=[CH:16][N:15]=3)=[O:12])=[C:30]([F:29])[CH:31]=2)=[O:34])[CH2:38][CH2:37][CH2:36]1.